From a dataset of Full USPTO retrosynthesis dataset with 1.9M reactions from patents (1976-2016). Predict the reactants needed to synthesize the given product. (1) Given the product [ClH:1].[CH:20]1([CH2:19][N:10]2[C:11]3[C:16](=[CH:15][CH:14]=[CH:13][C:12]=3[O:17][CH3:18])[C:8]([C:5]3[S:6][CH:7]=[C:3]([CH2:2][N:30]([CH2:29][CH2:28][O:27][CH3:26])[CH3:31])[N:4]=3)=[CH:9]2)[CH2:25][CH2:24][CH2:23][CH2:22][CH2:21]1, predict the reactants needed to synthesize it. The reactants are: [Cl:1][CH2:2][C:3]1[N:4]=[C:5]([C:8]2[C:16]3[C:11](=[C:12]([O:17][CH3:18])[CH:13]=[CH:14][CH:15]=3)[N:10]([CH2:19][CH:20]3[CH2:25][CH2:24][CH2:23][CH2:22][CH2:21]3)[CH:9]=2)[S:6][CH:7]=1.[CH3:26][O:27][CH2:28][CH2:29][NH:30][CH3:31].O1CCOCC1. (2) Given the product [N+:1]([C:4]1[C:12]2[C:11]3[CH:13]=[CH:14][CH:15]=[CH:16][C:10]=3[S:9][C:8]=2[C:7]([B:25]2[O:29][C:28]([CH3:31])([CH3:30])[C:27]([CH3:33])([CH3:32])[O:26]2)=[CH:6][CH:5]=1)([O-:3])=[O:2], predict the reactants needed to synthesize it. The reactants are: [N+:1]([C:4]1[C:12]2[C:11]3[CH:13]=[CH:14][CH:15]=[CH:16][C:10]=3[S:9][C:8]=2[C:7](OS(C(F)(F)F)(=O)=O)=[CH:6][CH:5]=1)([O-:3])=[O:2].[B:25]1([B:25]2[O:29][C:28]([CH3:31])([CH3:30])[C:27]([CH3:33])([CH3:32])[O:26]2)[O:29][C:28]([CH3:31])([CH3:30])[C:27]([CH3:33])([CH3:32])[O:26]1.C([O-])(=O)C.[K+].